Dataset: Catalyst prediction with 721,799 reactions and 888 catalyst types from USPTO. Task: Predict which catalyst facilitates the given reaction. (1) The catalyst class is: 32. Reactant: [Cl:1][C:2]1[CH:3]=[C:4]([C:9]2[S:10][CH:11]=[C:12]([C:15]([CH3:17])=O)[C:13]=2[OH:14])[CH:5]=[CH:6][C:7]=1[Cl:8].[C:18]([O:22][C:23](=[O:37])[CH2:24][NH:25][C:26]([C:28]1[S:29][C:30]([C:33]([NH:35][NH2:36])=[O:34])=[CH:31][CH:32]=1)=[O:27])([CH3:21])([CH3:20])[CH3:19].O.C1(C)C=CC(S(O)(=O)=O)=CC=1.O. Product: [C:18]([O:22][C:23](=[O:37])[CH2:24][NH:25][C:26]([C:28]1[S:29][C:30]([C:33]([NH:35][N:36]=[C:15]([C:12]2[C:13]([OH:14])=[C:9]([C:4]3[CH:5]=[CH:6][C:7]([Cl:8])=[C:2]([Cl:1])[CH:3]=3)[S:10][CH:11]=2)[CH3:17])=[O:34])=[CH:31][CH:32]=1)=[O:27])([CH3:21])([CH3:19])[CH3:20]. (2) Reactant: Cl[C:2]1[C:7]([Cl:8])=[CH:6][C:5]([Cl:9])=[C:4]([Cl:10])[N:3]=1.[C:11]([N:18]1[CH2:23][CH2:22][NH:21][CH2:20][CH2:19]1)([O:13][C:14]([CH3:17])([CH3:16])[CH3:15])=[O:12].C(=O)([O-])[O-].[K+].[K+].CN(C)C=O. Product: [C:14]([O:13][C:11]([N:18]1[CH2:23][CH2:22][N:21]([C:2]2[C:7]([Cl:8])=[CH:6][C:5]([Cl:9])=[C:4]([Cl:10])[N:3]=2)[CH2:20][CH2:19]1)=[O:12])([CH3:17])([CH3:15])[CH3:16]. The catalyst class is: 226. (3) Reactant: C([O:3][C:4]([C:6]1[C:7]2[N:8]=[CH:9][CH:10]=[N:11][C:12]=2[C:13]([C:16]2[C:21]([F:22])=[C:20]([O:23][CH3:24])[CH:19]=[C:18]([O:25][CH3:26])[C:17]=2[Cl:27])=[CH:14][CH:15]=1)=O)C.[O:28]=[S:29]1(=[O:43])[CH2:34][CH2:33][N:32]([CH2:35][C:36]2[CH:37]=[CH:38][C:39]([NH2:42])=[N:40][CH:41]=2)[CH2:31][CH2:30]1.C[Al](C)C.C([O-])(O)=O.[Na+]. Product: [O:43]=[S:29]1(=[O:28])[CH2:30][CH2:31][N:32]([CH2:35][C:36]2[CH:37]=[CH:38][C:39]([NH:42][C:4]([C:6]3[C:7]4[N:8]=[CH:9][CH:10]=[N:11][C:12]=4[C:13]([C:16]4[C:21]([F:22])=[C:20]([O:23][CH3:24])[CH:19]=[C:18]([O:25][CH3:26])[C:17]=4[Cl:27])=[CH:14][CH:15]=3)=[O:3])=[N:40][CH:41]=2)[CH2:33][CH2:34]1. The catalyst class is: 512. (4) Reactant: [CH:1]1([CH2:4][O:5][C:6]2[C:11]([Cl:12])=[CH:10][C:9]([OH:13])=[CH:8][C:7]=2[Cl:14])[CH2:3][CH2:2]1.[H-].[Na+].Br[CH2:18][C:19]1[CH:24]=[CH:23][CH:22]=[CH:21][C:20]=1/[C:25](=[CH:30]\[O:31][CH3:32])/[C:26]([O:28][CH3:29])=[O:27]. Product: [CH:1]1([CH2:4][O:5][C:6]2[C:7]([Cl:14])=[CH:8][C:9]([O:13][CH2:18][C:19]3[CH:24]=[CH:23][CH:22]=[CH:21][C:20]=3/[C:25](=[CH:30]\[O:31][CH3:32])/[C:26]([O:28][CH3:29])=[O:27])=[CH:10][C:11]=2[Cl:12])[CH2:2][CH2:3]1. The catalyst class is: 35. (5) Reactant: F[P-](F)(F)(F)(F)F.C[N+](C)=C(N(C)C)ON1C2N=CC=CC=2N=N1.Cl.[NH2:26][CH:27]([C:46]([N:48]([CH3:50])[CH3:49])=[O:47])[CH2:28][C:29]1[CH:30]=[C:31]([CH:43]=[CH:44][CH:45]=1)[O:32][C:33]1[CH:42]=[CH:41][C:36]([C:37]([O:39][CH3:40])=[O:38])=[CH:35][CH:34]=1.[NH2:51][C:52]1[N:61]=[C:60]([N:62]2[CH2:67][CH2:66][N:65]([CH3:68])[CH2:64][CH2:63]2)[C:59]2[C:54](=[CH:55][C:56]([C:69](O)=[O:70])=[CH:57][CH:58]=2)[N:53]=1.C(N(CC)C(C)C)(C)C. Product: [NH2:51][C:52]1[N:61]=[C:60]([N:62]2[CH2:63][CH2:64][N:65]([CH3:68])[CH2:66][CH2:67]2)[C:59]2[C:54](=[CH:55][C:56]([C:69]([NH:26][CH:27]([C:46]([N:48]([CH3:50])[CH3:49])=[O:47])[CH2:28][C:29]3[CH:30]=[C:31]([CH:43]=[CH:44][CH:45]=3)[O:32][C:33]3[CH:42]=[CH:41][C:36]([C:37]([O:39][CH3:40])=[O:38])=[CH:35][CH:34]=3)=[O:70])=[CH:57][CH:58]=2)[N:53]=1. The catalyst class is: 9. (6) Reactant: [F:1][C:2]1[CH:9]=[CH:8][C:5]([CH2:6]Br)=[CH:4][CH:3]=1.[Br:10][C:11]1[CH:16]=[CH:15][CH:14]=[C:13](Br)[N:12]=1.C(=O)(O)[O-].[Na+]. Product: [Br:10][C:11]1[CH:16]=[CH:15][CH:14]=[C:13]([CH2:6][C:5]2[CH:8]=[CH:9][C:2]([F:1])=[CH:3][CH:4]=2)[N:12]=1. The catalyst class is: 324. (7) Reactant: CC1(C)N([O])C(C)(C)CCC1.C(OI(C1C=CC=CC=1)OC(=O)C)(=O)C.[CH2:27]([O:34][C:35]([CH:37]1[CH2:42][CH2:41][CH:40]([CH2:43][OH:44])[CH2:39][CH2:38]1)=[O:36])[C:28]1[CH:33]=[CH:32][CH:31]=[CH:30][CH:29]=1.N#N. Product: [CH2:27]([O:34][C:35]([CH:37]1[CH2:42][CH2:41][CH:40]([CH:43]=[O:44])[CH2:39][CH2:38]1)=[O:36])[C:28]1[CH:33]=[CH:32][CH:31]=[CH:30][CH:29]=1. The catalyst class is: 4.